This data is from Reaction yield outcomes from USPTO patents with 853,638 reactions. The task is: Predict the reaction yield, written as a fraction of the theoretical maximum amount of product (1.0 means a 100% yield; for example, 0.34 means a 34% yield). (1) The reactants are N(C(OCC)=O)=NC(OCC)=O.[F:13][C:14]1[C:22]([O:23][C:24]2[C:33]3[C:28](=[CH:29][C:30]([O:35][CH3:36])=[C:31]([OH:34])[CH:32]=3)[N:27]=[CH:26][N:25]=2)=[CH:21][CH:20]=[C:19]2[C:15]=1[CH:16]=[CH:17][NH:18]2.C1(P(C2C=CC=CC=2)C2C=CC=CC=2)C=CC=CC=1.[C:56]([N:59]1[CH2:64][CH2:63][N:62]([CH2:65][CH2:66][CH2:67]O)[CH2:61][CH2:60]1)(=[O:58])[CH3:57]. The catalyst is C(Cl)Cl. The product is [C:56]([N:59]1[CH2:64][CH2:63][N:62]([CH2:65][CH2:66][CH2:67][O:34][C:31]2[CH:32]=[C:33]3[C:28](=[CH:29][C:30]=2[O:35][CH3:36])[N:27]=[CH:26][N:25]=[C:24]3[O:23][C:22]2[C:14]([F:13])=[C:15]3[C:19](=[CH:20][CH:21]=2)[NH:18][CH:17]=[CH:16]3)[CH2:61][CH2:60]1)(=[O:58])[CH3:57]. The yield is 0.190. (2) The reactants are [C:1]1([C:7]2([CH3:10])[O:9][CH2:8]2)[CH:6]=[CH:5][CH:4]=[CH:3][CH:2]=1.[CH2:11]([NH2:13])[CH3:12]. The catalyst is O.CO. The product is [CH2:11]([NH:13][CH2:8][C:7]([C:1]1[CH:6]=[CH:5][CH:4]=[CH:3][CH:2]=1)([OH:9])[CH3:10])[CH3:12]. The yield is 0.610. (3) The reactants are [N+:1]([C:4]1[CH:5]=[N:6][CH:7]=[CH:8][C:9]=1[NH2:10])([O-:3])=[O:2].CC([O-])=O.[Na+].[Br:16]Br.C([O-])(O)=O.[Na+]. The catalyst is O.C(O)(=O)C. The product is [Br:16][C:8]1[CH:7]=[N:6][CH:5]=[C:4]([N+:1]([O-:3])=[O:2])[C:9]=1[NH2:10]. The yield is 0.770. (4) The reactants are [CH:1]([C:3]1[CH:20]=[CH:19][C:6]2[S:7][C:8](B3OC(C)(C)C(C)(C)O3)=[CH:9][C:5]=2[CH:4]=1)=[O:2].I[C:22]1[C:30]2[C:25](=[N:26][CH:27]=[N:28][C:29]=2[NH2:31])[N:24]([CH:32]([CH3:34])[CH3:33])[N:23]=1.C([O-])([O-])=O.[Na+].[Na+]. The catalyst is CCO.COCCOC.C1C=CC([P]([Pd]([P](C2C=CC=CC=2)(C2C=CC=CC=2)C2C=CC=CC=2)([P](C2C=CC=CC=2)(C2C=CC=CC=2)C2C=CC=CC=2)[P](C2C=CC=CC=2)(C2C=CC=CC=2)C2C=CC=CC=2)(C2C=CC=CC=2)C2C=CC=CC=2)=CC=1. The product is [NH2:31][C:29]1[N:28]=[CH:27][N:26]=[C:25]2[N:24]([CH:32]([CH3:34])[CH3:33])[N:23]=[C:22]([C:8]3[S:7][C:6]4[CH:19]=[CH:20][C:3]([CH:1]=[O:2])=[CH:4][C:5]=4[CH:9]=3)[C:30]=12. The yield is 0.450. (5) The reactants are [CH3:1][CH2:2][N:3]([CH2:6][CH2:7][NH:8][C:9]([C:11]1[C:12]([CH3:29])=[C:13](/[CH:17]=[C:18]2/[C:19]3[CH:20]=[C:21]([F:28])[CH:22]=[CH:23][C:24]=3[NH:25][C:26]/2=[O:27])[NH:14][C:15]=1[CH3:16])=[O:10])[CH2:4][CH3:5].[C:30]([OH:36])(=[O:35])[CH2:31][C:32]([OH:34])=[O:33]. The catalyst is CO.ClCCl. The product is [CH3:1][CH2:2][N:3]([CH2:6][CH2:7][NH:8][C:9]([C:11]1[C:12]([CH3:29])=[C:13](/[CH:17]=[C:18]2/[C:19]3[CH:20]=[C:21]([F:28])[CH:22]=[CH:23][C:24]=3[NH:25][C:26]/2=[O:27])[NH:14][C:15]=1[CH3:16])=[O:10])[CH2:4][CH3:5].[C:30]([O-:36])(=[O:35])[CH2:31][C:32]([O-:34])=[O:33]. The yield is 0.800. (6) The reactants are [NH2:1][C:2](=[N:37]O)[C:3]1[CH:4]=[C:5]([C:9]2[C:18]3[C:13](=[CH:14][C:15]([Cl:20])=[C:16]([CH3:19])[CH:17]=3)[O:12][C:11](=[O:21])[C:10]=2[CH2:22][C:23]([NH:25][C:26]2[CH:31]=[CH:30][C:29]([F:32])=[CH:28][C:27]=2[C:33]([F:36])([F:35])[F:34])=[O:24])[CH:6]=[CH:7][CH:8]=1.[C:39](N1C=CN=C1)(N1C=CN=C1)=[S:40].[OH2:51].Cl. The catalyst is C1COCC1. The product is [Cl:20][C:15]1[CH:14]=[C:13]2[C:18]([C:9]([C:5]3[CH:6]=[CH:7][CH:8]=[C:3]([C:2]4[NH:1][C:39](=[O:51])[S:40][N:37]=4)[CH:4]=3)=[C:10]([CH2:22][C:23]([NH:25][C:26]3[CH:31]=[CH:30][C:29]([F:32])=[CH:28][C:27]=3[C:33]([F:35])([F:34])[F:36])=[O:24])[C:11](=[O:21])[O:12]2)=[CH:17][C:16]=1[CH3:19]. The yield is 0.680. (7) The reactants are [CH3:1][O:2][C:3]([C:5]1[S:6][C:7]([C:11]2[CH:16]=[CH:15][CH:14]=[CH:13][CH:12]=2)=[CH:8][C:9]=1[NH2:10])=[O:4].[CH3:17][N:18]1[CH2:23][CH:22]=[C:21](O[Si](C)(C)C)[CH2:20][CH2:19]1.CC(O)=O.[BH-](OC(C)=O)(OC(C)=O)OC(C)=O.[Na+].[OH-].[Na+]. The catalyst is ClC(Cl)C. The product is [CH3:1][O:2][C:3]([C:5]1[S:6][C:7]([C:11]2[CH:16]=[CH:15][CH:14]=[CH:13][CH:12]=2)=[CH:8][C:9]=1[NH:10][CH:21]1[CH2:22][CH2:23][N:18]([CH3:17])[CH2:19][CH2:20]1)=[O:4]. The yield is 0.730.